The task is: Predict the reactants needed to synthesize the given product.. This data is from Full USPTO retrosynthesis dataset with 1.9M reactions from patents (1976-2016). (1) Given the product [CH:1]1([NH:4][C:5]([N:39]2[C:40]3[C:36](=[CH:35][C:34]([O:33][C:31]4[CH:30]=[CH:29][N:28]=[C:27]([NH:26][C:24](=[O:25])[CH2:23][CH2:22][CH2:21][N:18]5[CH2:17][CH2:16][CH:15]([OH:14])[CH2:20][CH2:19]5)[CH:32]=4)=[CH:42][CH:41]=3)[CH:37]=[CH:38]2)=[O:6])[CH2:3][CH2:2]1, predict the reactants needed to synthesize it. The reactants are: [CH:1]1([NH:4][C:5](=O)[O:6]C2C=CC=CC=2)[CH2:3][CH2:2]1.[OH:14][CH:15]1[CH2:20][CH2:19][N:18]([CH2:21][CH2:22][CH2:23][C:24]([NH:26][C:27]2[CH:32]=[C:31]([O:33][C:34]3[CH:35]=[C:36]4[C:40](=[CH:41][CH:42]=3)[NH:39][CH:38]=[CH:37]4)[CH:30]=[CH:29][N:28]=2)=[O:25])[CH2:17][CH2:16]1.[H-].[Na+].CN(C)C=O. (2) Given the product [CH3:39][C:36]([C:33]1[CH:32]=[CH:31][C:30]([N:29]2[C:20]3[C:19]4[CH:18]=[C:17]([C:4]5[CH:5]=[CH:6][N:1]=[CH:2][CH:3]=5)[CH:26]=[CH:25][C:24]=4[N:23]=[CH:22][C:21]=3[N:27]([CH3:42])[C:28]2=[O:41])=[CH:35][CH:34]=1)([CH3:40])[C:37]#[N:38], predict the reactants needed to synthesize it. The reactants are: [N:1]1[CH:6]=[CH:5][C:4](B(O)O)=[CH:3][CH:2]=1.C([O-])([O-])=O.[Na+].[Na+].Br[C:17]1[CH:26]=[CH:25][C:24]2[N:23]=[CH:22][C:21]3[N:27]([CH3:42])[C:28](=[O:41])[N:29]([C:30]4[CH:35]=[CH:34][C:33]([C:36]([CH3:40])([CH3:39])[C:37]#[N:38])=[CH:32][CH:31]=4)[C:20]=3[C:19]=2[CH:18]=1. (3) Given the product [C:19]([O:18][C:15]1[CH:16]=[CH:17][C:12]([C:10]2[C:3]3[C:2](=[CH:7][C:6]([O:8][CH3:9])=[CH:5][CH:4]=3)[O:1][C:42](=[O:44])[C:41]=2[C:38]2[CH:37]=[CH:36][C:35]([C:34]([F:33])([F:46])[F:45])=[CH:40][CH:39]=2)=[CH:13][CH:14]=1)(=[O:21])[CH3:20], predict the reactants needed to synthesize it. The reactants are: [OH:1][C:2]1[CH:7]=[C:6]([O:8][CH3:9])[CH:5]=[CH:4][C:3]=1[C:10]([C:12]1[CH:17]=[CH:16][C:15]([OH:18])=[CH:14][CH:13]=1)=O.[C:19](OC(=O)C)(=[O:21])[CH3:20].C(N(CC)CC)C.[F:33][C:34]([F:46])([F:45])[C:35]1[CH:40]=[CH:39][C:38]([CH2:41][C:42]([OH:44])=O)=[CH:37][CH:36]=1. (4) Given the product [F:49][C:46]1[CH:47]=[CH:48][C:43]([C:32]2([C:29]3[CH:28]=[CH:27][C:26]([F:25])=[CH:31][CH:30]=3)[CH2:37][CH2:38][N:34]([C:14](=[O:16])[CH2:13][N:10]3[CH2:11][CH2:12][C:8]([C:5]4[CH:6]=[CH:7][C:2]([F:1])=[CH:3][CH:4]=4)([C:18]4[CH:19]=[CH:20][C:21]([F:24])=[CH:22][CH:23]=4)[C:9]3=[O:17])[CH2:33]2)=[CH:44][CH:45]=1, predict the reactants needed to synthesize it. The reactants are: [F:1][C:2]1[CH:7]=[CH:6][C:5]([C:8]2([C:18]3[CH:23]=[CH:22][C:21]([F:24])=[CH:20][CH:19]=3)[CH2:12][CH2:11][N:10]([CH2:13][C:14]([OH:16])=O)[C:9]2=[O:17])=[CH:4][CH:3]=1.[F:25][C:26]1[CH:31]=[CH:30][C:29]([C:32]2([C:43]3[CH:48]=[CH:47][C:46]([F:49])=[CH:45][CH:44]=3)[CH2:37]CC[N:34]([CH2:38]C(O)=O)[C:33]2=O)=[CH:28][CH:27]=1.FC1C=CC(C2(C3C=CC(F)=CC=3)CCNC2)=CC=1.C1(C2(C3C=CC=CC=3)CCNC2)C=CC=CC=1. (5) Given the product [F:19][CH:18]([F:20])[O:17][C:14]1[CH:15]=[CH:16][C:11]([C:9](=[O:10])[C:8]([C:4]2[CH:5]=[CH:6][CH:7]=[C:2]([C:24]#[C:23][CH2:22][OH:25])[CH:3]=2)=[O:21])=[CH:12][CH:13]=1, predict the reactants needed to synthesize it. The reactants are: Br[C:2]1[CH:3]=[C:4]([C:8](=[O:21])[C:9]([C:11]2[CH:16]=[CH:15][C:14]([O:17][CH:18]([F:20])[F:19])=[CH:13][CH:12]=2)=[O:10])[CH:5]=[CH:6][CH:7]=1.[CH2:22]([OH:25])[C:23]#[CH:24].C(N(CC)CC)C. (6) Given the product [OH:1][C@:2]1([CH2:9][NH:10][C:11]([C:13]2[C:14]3[CH:15]=[CH:16][C:17]([N:38]4[CH2:39][CH2:40][C@H:36]([N:35]([CH3:41])[CH3:34])[CH2:37]4)=[N:18][C:19]=3[CH:20]=[CH:21][C:22]=2[Cl:23])=[O:12])[CH2:7][CH2:6][CH2:5][C@@H:4]([CH3:8])[CH2:3]1, predict the reactants needed to synthesize it. The reactants are: [OH:1][C@:2]1([CH2:9][NH:10][C:11]([C:13]2[C:14]3[CH:15]=[CH:16][C:17](Cl)=[N:18][C:19]=3[CH:20]=[CH:21][C:22]=2[Cl:23])=[O:12])[CH2:7][CH2:6][CH2:5][C@@H:4]([CH3:8])[CH2:3]1.CCN(C(C)C)C(C)C.[CH3:34][N:35]([CH3:41])[C@H:36]1[CH2:40][CH2:39][NH:38][CH2:37]1.